From a dataset of Reaction yield outcomes from USPTO patents with 853,638 reactions. Predict the reaction yield, written as a fraction of the theoretical maximum amount of product (1.0 means a 100% yield; for example, 0.34 means a 34% yield). The reactants are [F:1][CH:2]([CH3:11])[C:3](=O)[CH2:4][C:5]([O:7]CC)=O.Cl.[C:13](=[NH:18])([NH2:17])[CH2:14][CH2:15][CH3:16].C[O-].[Na+]. The catalyst is CO.C(OCC)(=O)C. The product is [F:1][CH:2]([C:3]1[N:17]=[C:13]([CH2:14][CH2:15][CH3:16])[NH:18][C:5](=[O:7])[CH:4]=1)[CH3:11]. The yield is 1.00.